This data is from CYP1A2 inhibition data for predicting drug metabolism from PubChem BioAssay. The task is: Regression/Classification. Given a drug SMILES string, predict its absorption, distribution, metabolism, or excretion properties. Task type varies by dataset: regression for continuous measurements (e.g., permeability, clearance, half-life) or binary classification for categorical outcomes (e.g., BBB penetration, CYP inhibition). Dataset: cyp1a2_veith. (1) The result is 0 (non-inhibitor). The compound is COc1cccc([C@H](O)Cn2cc(-c3cccc(CON=C(C)C)c3)nn2)c1. (2) The compound is O=C(c1ccncc1)N1CCC2(CC1)CN(c1ccccc1)C2. The result is 0 (non-inhibitor). (3) The molecule is CN(C(=O)c1c(O)c2ccccc2n(C)c1=O)c1ccccc1. The result is 0 (non-inhibitor). (4) The molecule is COc1cc2[nH]c(=O)n(CCC(=O)N3CCC(N4CCCCC4)CC3)c(=O)c2cc1OC. The result is 0 (non-inhibitor).